From a dataset of Full USPTO retrosynthesis dataset with 1.9M reactions from patents (1976-2016). Predict the reactants needed to synthesize the given product. (1) The reactants are: [CH:1]([C:3]1[CH:4]=[C:5](B(O)O)[CH:6]=[CH:7][CH:8]=1)=[O:2].Br[C:13]1[CH:14]=[C:15]2[C:19](=[C:20]([C:22]([NH2:24])=[O:23])[CH:21]=1)[NH:18][CH:17]=[C:16]2[CH:25]1[CH2:30][CH2:29][S:28](=[O:32])(=[O:31])[CH2:27][CH2:26]1.C(=O)([O-])[O-].[K+].[K+].O. Given the product [O:32]=[S:28]1(=[O:31])[CH2:29][CH2:30][CH:25]([C:16]2[C:15]3[C:19](=[C:20]([C:22]([NH2:24])=[O:23])[CH:21]=[C:13]([C:5]4[CH:6]=[CH:7][CH:8]=[C:3]([CH:1]=[O:2])[CH:4]=4)[CH:14]=3)[NH:18][CH:17]=2)[CH2:26][CH2:27]1, predict the reactants needed to synthesize it. (2) The reactants are: C1(C)C=CC=CC=1.[F:8][C:9]([F:26])([F:25])[C:10]1[CH:15]=[CH:14][C:13]([C:16]2[C:17]([C:22](O)=[O:23])=[CH:18][CH:19]=[CH:20][CH:21]=2)=[CH:12][CH:11]=1.S(Cl)([Cl:29])=O. Given the product [F:8][C:9]([F:26])([F:25])[C:10]1[CH:15]=[CH:14][C:13]([C:16]2[C:17]([C:22]([Cl:29])=[O:23])=[CH:18][CH:19]=[CH:20][CH:21]=2)=[CH:12][CH:11]=1, predict the reactants needed to synthesize it. (3) Given the product [F:23][C:20]1[CH:19]=[CH:18][C:17]([C@@H:15]2[C@:8]3([C:7]4[C:11](=[CH:12][CH:13]=[C:5]([C:3]([OH:4])=[O:2])[CH:6]=4)[NH:10][C:9]3=[O:14])[CH2:16]2)=[CH:22][CH:21]=1, predict the reactants needed to synthesize it. The reactants are: C[O:2][C:3]([C:5]1[CH:6]=[C:7]2[C:11](=[CH:12][CH:13]=1)[NH:10][C:9](=[O:14])[C@:8]12[CH2:16][C@H:15]1[C:17]1[CH:22]=[CH:21][C:20]([F:23])=[CH:19][CH:18]=1)=[O:4].O.[OH-].[Li+]. (4) Given the product [CH3:23][O:22][C:20]([C:18]1[N:17]([CH:7]2[C:6]3[C:10](=[C:2]([Cl:1])[CH:3]=[CH:4][CH:5]=3)[C:9](=[O:11])[C:8]2([CH3:13])[CH3:12])[CH:16]=[N:15][CH:19]=1)=[O:21], predict the reactants needed to synthesize it. The reactants are: [Cl:1][C:2]1[CH:3]=[CH:4][CH:5]=[C:6]2[C:10]=1[C:9](=[O:11])[C:8]([CH3:13])([CH3:12])[CH:7]2O.[NH:15]1[CH:19]=[C:18]([C:20]([O:22][CH3:23])=[O:21])[N:17]=[CH:16]1.C1(P(C2C=CC=CC=2)C2C=CC=CC=2)C=CC=CC=1.N(C(OC(C)(C)C)=O)=NC(OC(C)(C)C)=O.Cl.O1CCOCC1. (5) Given the product [Cl:13][C:14]1[C:15]2[CH:22]=[C:21]([C:41]3[C:42]4[C:37](=[CH:36][CH:35]=[CH:34][CH:33]=4)[CH:38]=[CH:39][CH:40]=3)[N:20]([S:23]([C:26]3[CH:31]=[CH:30][CH:29]=[CH:28][CH:27]=3)(=[O:25])=[O:24])[C:16]=2[N:17]=[CH:18][N:19]=1, predict the reactants needed to synthesize it. The reactants are: C(NC(C)C)(C)C.C([Li])CCC.[Cl:13][C:14]1[C:15]2[CH:22]=[CH:21][N:20]([S:23]([C:26]3[CH:31]=[CH:30][CH:29]=[CH:28][CH:27]=3)(=[O:25])=[O:24])[C:16]=2[N:17]=[CH:18][N:19]=1.I[C:33]1[C:42]2[C:37](=[CH:38][CH:39]=[CH:40][CH:41]=2)[CH:36]=[CH:35][CH:34]=1. (6) Given the product [F:27][C:26]1[CH:25]=[CH:24][CH:23]=[C:22]([F:28])[C:21]=1[NH:20][C:19]([C:17]1[CH:18]=[C:14]([C:10]2[C:11]([CH3:13])=[CH:12][C:7]([O:6][CH2:5][C:4]([OH:31])=[O:3])=[N:8][CH:9]=2)[N:15]([CH3:30])[N:16]=1)=[O:29], predict the reactants needed to synthesize it. The reactants are: C([O:3][C:4](=[O:31])[CH2:5][O:6][C:7]1[CH:12]=[C:11]([CH3:13])[C:10]([C:14]2[N:15]([CH3:30])[N:16]=[C:17]([C:19](=[O:29])[NH:20][C:21]3[C:26]([F:27])=[CH:25][CH:24]=[CH:23][C:22]=3[F:28])[CH:18]=2)=[CH:9][N:8]=1)C.O[Li].O.